This data is from Reaction yield outcomes from USPTO patents with 853,638 reactions. The task is: Predict the reaction yield, written as a fraction of the theoretical maximum amount of product (1.0 means a 100% yield; for example, 0.34 means a 34% yield). (1) The reactants are [Cl:1][C:2]1[N:7]=[C:6]([C:8]2[S:12][C:11]([N:13]3[CH2:18][CH2:17][N:16](C(OC(C)(C)C)=O)[CH2:15][CH2:14]3)=[N:10][C:9]=2[C:26]2[CH:31]=[CH:30][CH:29]=[C:28]([NH:32][S:33]([C:36]3[C:41]([F:42])=[CH:40][CH:39]=[CH:38][C:37]=3[F:43])(=[O:35])=[O:34])[C:27]=2[F:44])[CH:5]=[CH:4][N:3]=1.C(O)(C(F)(F)F)=O. The catalyst is C(Cl)Cl. The product is [Cl:1][C:2]1[N:7]=[C:6]([C:8]2[S:12][C:11]([N:13]3[CH2:18][CH2:17][NH:16][CH2:15][CH2:14]3)=[N:10][C:9]=2[C:26]2[C:27]([F:44])=[C:28]([NH:32][S:33]([C:36]3[C:37]([F:43])=[CH:38][CH:39]=[CH:40][C:41]=3[F:42])(=[O:35])=[O:34])[CH:29]=[CH:30][CH:31]=2)[CH:5]=[CH:4][N:3]=1. The yield is 0.950. (2) The reactants are [CH3:1][C:2]1[N:7]=[C:6]([C:8]2[CH:13]=[CH:12][N:11]=[C:10]([C:14]3[CH:19]=[CH:18][CH:17]=[C:16]([N+:20]([O-])=O)[CH:15]=3)[N:9]=2)[CH:5]=[C:4]([C:23]2[CH:28]=[CH:27][C:26]([C:29]([F:32])([F:31])[F:30])=[CH:25][CH:24]=2)[CH:3]=1.[H][H]. The catalyst is C1COCC1.CCO.[Pd]. The product is [CH3:1][C:2]1[N:7]=[C:6]([C:8]2[CH:13]=[CH:12][N:11]=[C:10]([C:14]3[CH:15]=[C:16]([NH2:20])[CH:17]=[CH:18][CH:19]=3)[N:9]=2)[CH:5]=[C:4]([C:23]2[CH:28]=[CH:27][C:26]([C:29]([F:32])([F:30])[F:31])=[CH:25][CH:24]=2)[CH:3]=1. The yield is 0.760.